From a dataset of Full USPTO retrosynthesis dataset with 1.9M reactions from patents (1976-2016). Predict the reactants needed to synthesize the given product. The reactants are: [CH2:1]([OH:5])[CH2:2][C:3]#[CH:4].I[C:7]1[CH:12]=[CH:11][C:10]([CH2:13][C:14]([O:16][CH3:17])=[O:15])=[CH:9][CH:8]=1.C(NCC)C. Given the product [OH:5][CH2:1][CH2:2][C:3]#[C:4][C:7]1[CH:12]=[CH:11][C:10]([CH2:13][C:14]([O:16][CH3:17])=[O:15])=[CH:9][CH:8]=1, predict the reactants needed to synthesize it.